From a dataset of Forward reaction prediction with 1.9M reactions from USPTO patents (1976-2016). Predict the product of the given reaction. (1) Given the reactants FC(F)(F)C(O)=O.FC(F)(F)C(O)=O.[NH:15]1[CH2:20][CH2:19][CH:18]([O:21][C:22]2[CH:27]=[CH:26][C:25]([NH:28][C:29]([CH:31]3[CH2:34][N:33]([C:35]4[CH:36]=[N:37][CH:38]=[CH:39][CH:40]=4)[CH2:32]3)=[O:30])=[CH:24][CH:23]=2)[CH2:17][CH2:16]1.[CH:41]1([CH:44]=O)[CH2:43][CH2:42]1.C(O)(=O)C.C([BH3-])#N, predict the reaction product. The product is: [CH:41]1([CH2:44][N:15]2[CH2:20][CH2:19][CH:18]([O:21][C:22]3[CH:23]=[CH:24][C:25]([NH:28][C:29]([CH:31]4[CH2:34][N:33]([C:35]5[CH:36]=[N:37][CH:38]=[CH:39][CH:40]=5)[CH2:32]4)=[O:30])=[CH:26][CH:27]=3)[CH2:17][CH2:16]2)[CH2:43][CH2:42]1. (2) Given the reactants [CH2:1]([O:5][C:6]1[N:14]=[C:13]2[C:9]([N:10]=[C:11]([O:21]C)[N:12]2[CH2:15][CH:16]2[CH2:20][CH2:19][O:18][CH2:17]2)=[C:8]([NH2:23])[N:7]=1)[CH2:2][CH2:3][CH3:4].Cl, predict the reaction product. The product is: [NH2:23][C:8]1[N:7]=[C:6]([O:5][CH2:1][CH2:2][CH2:3][CH3:4])[N:14]=[C:13]2[C:9]=1[NH:10][C:11](=[O:21])[N:12]2[CH2:15][CH:16]1[CH2:20][CH2:19][O:18][CH2:17]1. (3) Given the reactants [CH3:1][CH:2]1[CH2:6][CH2:5][CH2:4][N:3]1[CH2:7][CH:8]1[CH2:13][CH2:12][N:11]([C:14](=[C:17]([C:20]#[N:21])[C:18]#[N:19])SC)[CH2:10][CH2:9]1.[NH2:22][CH:23]1[CH2:28][CH2:27][N:26]([CH2:29][C:30]2[CH:35]=[CH:34][CH:33]=[CH:32][CH:31]=2)[CH2:25][CH2:24]1.C(OC(C)C)(C)C, predict the reaction product. The product is: [CH2:29]([N:26]1[CH2:27][CH2:28][CH:23]([NH:22][C:14](=[C:17]([C:20]#[N:21])[C:18]#[N:19])[N:11]2[CH2:12][CH2:13][CH:8]([CH2:7][N:3]3[CH2:4][CH2:5][CH2:6][CH:2]3[CH3:1])[CH2:9][CH2:10]2)[CH2:24][CH2:25]1)[C:30]1[CH:31]=[CH:32][CH:33]=[CH:34][CH:35]=1. (4) Given the reactants [Br:1][C:2]1[CH:3]=[C:4]([O:13][CH3:14])[C:5]2[O:9][CH:8]([CH2:10][NH2:11])[CH2:7][C:6]=2[CH:12]=1.[C:15](O[C:15]([O:17][C:18]([CH3:21])([CH3:20])[CH3:19])=[O:16])([O:17][C:18]([CH3:21])([CH3:20])[CH3:19])=[O:16].C(N(CC)CC)C.O, predict the reaction product. The product is: [Br:1][C:2]1[CH:3]=[C:4]([O:13][CH3:14])[C:5]2[O:9][CH:8]([CH2:10][NH:11][C:15](=[O:16])[O:17][C:18]([CH3:21])([CH3:20])[CH3:19])[CH2:7][C:6]=2[CH:12]=1. (5) Given the reactants [CH2:1]([O:8][C:9]1[CH:14]=[CH:13][C:12]([OH:15])=[CH:11][CH:10]=1)[C:2]1[CH:7]=[CH:6][CH:5]=[CH:4][CH:3]=1.[CH3:16][N:17]([C:21]1[CH:26]=[CH:25][CH:24]=[CH:23][CH:22]=1)[C:18](Cl)=[O:19], predict the reaction product. The product is: [CH2:1]([O:8][C:9]1[CH:10]=[CH:11][C:12]([O:15][C:18](=[O:19])[N:17]([CH3:16])[C:21]2[CH:26]=[CH:25][CH:24]=[CH:23][CH:22]=2)=[CH:13][CH:14]=1)[C:2]1[CH:3]=[CH:4][CH:5]=[CH:6][CH:7]=1. (6) Given the reactants [C:1](N1C=CN=C1)(N1C=CN=C1)=[O:2].C([N:15](CC)CC)C.[Cl:20][C:21]1[CH:48]=[CH:47][CH:46]=[C:45]([F:49])[C:22]=1[CH2:23][N:24]1[C:29]2[CH:30]=[CH:31][CH:32]=[CH:33][C:28]=2[S:27](=[O:35])(=[O:34])[N:26]([C:36]2[CH:41]=CC(=O)[N:38]([CH3:43])[CH:37]=2)[C:25]1=[O:44], predict the reaction product. The product is: [Cl:20][C:21]1[CH:48]=[CH:47][CH:46]=[C:45]([F:49])[C:22]=1[CH2:23][N:24]1[C:29]2[CH:30]=[CH:31][CH:32]=[CH:33][C:28]=2[S:27](=[O:35])(=[O:34])[N:26]([C:36]2[CH:41]=[N:15][C:43]([O:2][CH3:1])=[N:38][CH:37]=2)[C:25]1=[O:44].